The task is: Binary Classification. Given a miRNA mature sequence and a target amino acid sequence, predict their likelihood of interaction.. This data is from Experimentally validated miRNA-target interactions with 360,000+ pairs, plus equal number of negative samples. (1) The miRNA is mmu-miR-6356 with sequence UCCCCAGAGUCCUAACAAUGA. The protein sequence of the target gene is MRNIFKRNQEPNVAPATTTATMPLAPVAPADNSTESTGPGESQEDMFAKLKEKFFNEINKIPLPPWALIAMAVVAGLLLLTCCFCICKKCCCKKKKNKKEKGKGMKNAMNMKDMKGGQDDDDAETGLTEGEGEGEEEKEPENLGKLQFSLDYDFQANQLTVGVLQAAELPALDMGGTSDPYVKVFLLPDKKKKYETKVHRKTLNPAFNETFTFKVPYQELAGKTLVMAIYDFDRFSKHDIIGEVKVPMNTVDLGQPIEEWRDLQGGEKEEPEKLGDICTSLRYVPTAGKLTVCILEAKNL.... Result: 0 (no interaction). (2) The miRNA is hsa-miR-192-5p with sequence CUGACCUAUGAAUUGACAGCC. The protein sequence of the target gene is MEWGSESAAVRRHRVGVERREGAAAAPPPEREARAQEPLVDGCSGGGRTRKRSPGGSGGASRGAGTGLSEVRAALGLALYLIALRTLVQLSLQQLVLRGAAGHRGEFDALQARDYLEHITSIGPRTTGSPENEILTVHYLLEQIKLIEVQSNSLHKISVDVQRPTGSFSIDFLGGFTSYYDNITNVVVKLEPRDGAQHAVLANCHFDSVANSPGASDDAVSCSVMLEVLRVLSTSSEALHHAVIFLFNGAEENVLQASHGFITQHPWASLIRAFINLEAAGVGGKELVFQTGPENPWLVQ.... Result: 1 (interaction). (3) The miRNA is hsa-miR-627-5p with sequence GUGAGUCUCUAAGAAAAGAGGA. The protein sequence of the target gene is MSASASVGGPVPQPPPGPAAALPPGSAARALHVELPSQQRRLRHLRNIAARNIVNRNGHQLLDTYFTLHLCSTEKIYKEFYRSEVIKNSLNPTWRSLDFGIMPDRLDTSVSCFVVKIWGGKENIYQLLIEWKVCLDGLKYLGQQIHARNQNEIIFGLNDGYYGAPFEHKGYSNAQKTILLQVDQNCVRNSYDVFSLLRLHRAQCAIKQTQVTVQKIGKEIEEKLRLTSTSNELKKKSECLQLKILVLQNELERQKKALGREVALLHKQQIALQDKGSAFSAEHLKLQLQKESLNELRKEC.... Result: 0 (no interaction). (4) The miRNA is hsa-miR-4524b-5p with sequence AUAGCAGCAUAAGCCUGUCUC. The protein sequence of the target gene is MLVVEVANGRSLVWGAEAVQALRERLGVGGRTVGALPRGPRQNSRLGLPLLLMPEEARLLAEIGAVTLVSAPRPDSRHHSLALTSFKRQQEESFQEQSALAAEARETRRQELLEKITEGQAAKKQKLEQASGASSSQEAGSSQAAKEDETSDGQASGEQEEAGPSSSQAGPSNGVAPLPRSALLVQLATARPRPVKARPLDWRVQSKDWPHAGRPAHELRYSIYRDLWERGFFLSAAGKFGGDFLVYPGDPLRFHAHYIAQCWAPEDTIPLQDLVAAGRLGTSVRKTLLLCSPQPDGKVV.... Result: 0 (no interaction). (5) The miRNA is hsa-miR-1288-5p with sequence GCAGAUCAGGACUGUAACUCACC. The protein sequence of the target gene is MAVQESAAQLSMTLKVQEYPTLKVPYETLNKRFRAAQKNIDRETSHVTMVVAELEKTLSGCPAVDSVVSLLDGVVEKLSVLKRKAVESIQAEDESAKLCKRRIEHLKEHSSDQPAAASVWKRKRMDRMMVEHLLRCGYYNTAVKLARQSGIEDLVNIEMFLTAKEVEESLERRETATCLAWCHDNKSRLRKMKSCLEFSLRIQEFIELIRQNKRLDAVRHARKHFSQAEGSQLDEVRQAMGMLAFPPDTHISPYKDLLDPARWRMLIQQFRYDNYRLHQLGNNSVFTLTLQAGLSAIKTP.... Result: 0 (no interaction).